Dataset: NCI-60 drug combinations with 297,098 pairs across 59 cell lines. Task: Regression. Given two drug SMILES strings and cell line genomic features, predict the synergy score measuring deviation from expected non-interaction effect. Drug 1: C1CC(=O)NC(=O)C1N2CC3=C(C2=O)C=CC=C3N. Drug 2: C1CCC(CC1)NC(=O)N(CCCl)N=O. Cell line: NCI-H322M. Synergy scores: CSS=2.98, Synergy_ZIP=-2.11, Synergy_Bliss=-3.44, Synergy_Loewe=-2.97, Synergy_HSA=-3.49.